This data is from Catalyst prediction with 721,799 reactions and 888 catalyst types from USPTO. The task is: Predict which catalyst facilitates the given reaction. (1) Reactant: [CH3:1][C:2]1[CH:3]=[CH:4][C:5]([C:8]2[N:9]([C:18]3[CH:23]=[CH:22][C:21]([S:24][CH3:25])=[CH:20][CH:19]=3)[CH2:10][C:11](O)([C:13]([F:16])([F:15])[F:14])[N:12]=2)=[N:6][CH:7]=1.O.C1(C)C=CC(S(O)(=O)=O)=CC=1.C(N(CC)CC)C. Product: [CH3:1][C:2]1[CH:3]=[CH:4][C:5]([C:8]2[N:9]([C:18]3[CH:19]=[CH:20][C:21]([S:24][CH3:25])=[CH:22][CH:23]=3)[CH:10]=[C:11]([C:13]([F:15])([F:14])[F:16])[N:12]=2)=[N:6][CH:7]=1. The catalyst class is: 11. (2) Reactant: C(NC(C)C)(C)C.C([Li])CCC.[C:13]([O:16][C:17]([CH3:20])([CH3:19])[CH3:18])(=[O:15])[CH3:14].[N:21]12[CH2:28][CH2:27][CH:24]([CH2:25][CH2:26]1)[C:23](=[O:29])[CH2:22]2. Product: [C:17]([O:16][C:13](=[O:15])[CH2:14][C:23]1([OH:29])[CH:24]2[CH2:27][CH2:28][N:21]([CH2:26][CH2:25]2)[CH2:22]1)([CH3:20])([CH3:19])[CH3:18]. The catalyst class is: 30. (3) Reactant: [CH3:1][O:2][C:3]([C:5]1[CH:14]=[C:13]2[C:8]([CH:9]=[CH:10][C:11]([C:15]([F:18])([F:17])[F:16])=[N:12]2)=[C:7]([OH:19])[CH:6]=1)=[O:4].[N+:20]([O-])([OH:22])=[O:21].CCCCCC. Product: [CH3:1][O:2][C:3]([C:5]1[CH:14]=[C:13]2[C:8]([CH:9]=[CH:10][C:11]([C:15]([F:18])([F:16])[F:17])=[N:12]2)=[C:7]([OH:19])[C:6]=1[N+:20]([O-:22])=[O:21])=[O:4]. The catalyst class is: 13. (4) Product: [Cl:1][C:2]1[CH:27]=[CH:26][C:5]([CH2:6][NH:7][C:8]([C:10]2[C:11](=[O:25])[C:12]3[CH:19]=[C:18]([CH2:20][CH2:21][CH2:22][CH2:23][OH:24])[O:17][C:13]=3[N:14]([CH3:16])[CH:15]=2)=[O:9])=[CH:4][CH:3]=1. The catalyst class is: 29. Reactant: [Cl:1][C:2]1[CH:27]=[CH:26][C:5]([CH2:6][NH:7][C:8]([C:10]2[C:11](=[O:25])[C:12]3[CH:19]=[C:18]([C:20]#[C:21][CH2:22][CH2:23][OH:24])[O:17][C:13]=3[N:14]([CH3:16])[CH:15]=2)=[O:9])=[CH:4][CH:3]=1.